Dataset: Full USPTO retrosynthesis dataset with 1.9M reactions from patents (1976-2016). Task: Predict the reactants needed to synthesize the given product. (1) Given the product [Cl:26][C:5]1[CH:6]=[C:7]([C:8]([NH:10][C@H:11]([C:13]2[CH:14]=[CH:15][C:16]([C:17]([OH:19])=[O:18])=[CH:24][CH:25]=2)[CH3:12])=[O:9])[C:2]([O:35][C:29]2[CH:30]=[C:31]([F:34])[CH:32]=[CH:33][C:28]=2[F:27])=[N:3][CH:4]=1, predict the reactants needed to synthesize it. The reactants are: Cl[C:2]1[C:7]([C:8]([NH:10][C@H:11]([C:13]2[CH:25]=[CH:24][C:16]([C:17]([O:19]C(C)(C)C)=[O:18])=[CH:15][CH:14]=2)[CH3:12])=[O:9])=[CH:6][C:5]([Cl:26])=[CH:4][N:3]=1.[F:27][C:28]1[CH:33]=[CH:32][C:31]([F:34])=[CH:30][C:29]=1[OH:35]. (2) Given the product [CH2:1]([N:3]1[CH2:8][C:7]([CH3:9])([CH3:10])[O:6][C:5](=[O:11])[CH:4]1[CH2:12][C:13]([NH:53][CH2:52][C:51]1[CH:54]=[CH:55][CH:56]=[CH:57][C:50]=1[CH3:49])=[O:15])[CH3:2], predict the reactants needed to synthesize it. The reactants are: [CH2:1]([N:3]1[CH2:8][C:7]([CH3:10])([CH3:9])[O:6][C:5](=[O:11])[CH:4]1[CH2:12][C:13]([OH:15])=O)[CH3:2].C(N(C(C)C)CC)(C)C.CN(C(ON1N=NC2C=CC=NC1=2)=[N+](C)C)C.F[P-](F)(F)(F)(F)F.[CH3:49][C:50]1[CH:57]=[CH:56][CH:55]=[CH:54][C:51]=1[CH2:52][NH2:53].